Dataset: Full USPTO retrosynthesis dataset with 1.9M reactions from patents (1976-2016). Task: Predict the reactants needed to synthesize the given product. (1) Given the product [O:12]=[C:4]1[NH:5][C:6]2[C:11](/[C:3]/1=[CH:2]/[NH:13][C:14]1[CH:19]=[CH:18][C:17]([NH:20][S:21]([CH3:24])(=[O:23])=[O:22])=[CH:16][CH:15]=1)=[CH:10][CH:9]=[CH:8][CH:7]=2, predict the reactants needed to synthesize it. The reactants are: O[CH:2]=[C:3]1[C:11]2[C:6](=[CH:7][CH:8]=[CH:9][CH:10]=2)[NH:5][C:4]1=[O:12].[NH2:13][C:14]1[CH:19]=[CH:18][C:17]([NH:20][S:21]([CH2:24]C)(=[O:23])=[O:22])=[CH:16][CH:15]=1. (2) Given the product [Cl:1][C:2]1[S:3][C:4]([C:22]([N:24]([C:28]2[CH:33]=[CH:32][CH:31]=[C:30]([C:34]#[N:35])[C:29]=2[Cl:36])[CH:25]2[CH2:26][CH2:27]2)=[O:23])=[CH:5][C:6]=1[N:7]1[C:12](=[O:13])[C:11]2=[C:14]([C:17]([OH:19])=[O:18])[S:15][CH:16]=[C:10]2[NH:9][C:8]1=[O:21], predict the reactants needed to synthesize it. The reactants are: [Cl:1][C:2]1[S:3][C:4]([C:22]([N:24]([C:28]2[CH:33]=[CH:32][CH:31]=[C:30]([C:34]#[N:35])[C:29]=2[Cl:36])[CH:25]2[CH2:27][CH2:26]2)=[O:23])=[CH:5][C:6]=1[N:7]1[C:12](=[O:13])[C:11]2=[C:14]([C:17]([O:19]C)=[O:18])[S:15][CH:16]=[C:10]2[NH:9][C:8]1=[O:21].C1COCC1.[OH-].[Na+].O. (3) Given the product [CH3:7][C:5]1[N:6]=[C:2]([C:23]2[CH:24]=[CH:25][C:26]3[CH2:33][C@H:32]4[C@:34]5([CH2:38][N:37]([CH2:39][C:40]([F:43])([F:42])[F:41])[S:36](=[O:44])(=[O:45])[NH:35]5)[C@H:29]([CH2:30][CH2:31]4)[CH2:28][C:27]=3[CH:46]=2)[S:3][C:4]=1[C:8]1[CH:13]=[CH:12][C:11]([F:14])=[CH:10][CH:9]=1, predict the reactants needed to synthesize it. The reactants are: Br[C:2]1[S:3][C:4]([C:8]2[CH:13]=[CH:12][C:11]([F:14])=[CH:10][CH:9]=2)=[C:5]([CH3:7])[N:6]=1.CC1(C)C(C)(C)OB([C:23]2[CH:24]=[CH:25][C:26]3[CH2:33][C@H:32]4[C@:34]5([CH2:38][N:37]([CH2:39][C:40]([F:43])([F:42])[F:41])[S:36](=[O:45])(=[O:44])[NH:35]5)[C@H:29]([CH2:30][CH2:31]4)[CH2:28][C:27]=3[CH:46]=2)O1. (4) Given the product [Br:1][C:2]1[CH:3]=[CH:4][C:5]([CH2:8][N:22]2[CH2:23][C:24]3([CH2:29][CH2:28][CH2:27][CH2:26][CH2:25]3)[O:20][C:21]2=[O:30])=[N:6][CH:7]=1, predict the reactants needed to synthesize it. The reactants are: [Br:1][C:2]1[CH:3]=[CH:4][C:5]([CH2:8]OS(C)(=O)=O)=[N:6][CH:7]=1.C(=O)([O-])[O-].[Cs+].[Cs+].[O:20]1[C:24]2([CH2:29][CH2:28][CH2:27][CH2:26][CH2:25]2)[CH2:23][NH:22][C:21]1=[O:30]. (5) Given the product [CH3:6][O:7][C:8]1[CH:16]=[CH:15][C:11]([C:12]([N:3]([O:4][CH3:5])[CH3:2])=[O:14])=[C:10]([O:17][CH2:18][O:19][CH3:20])[CH:9]=1, predict the reactants needed to synthesize it. The reactants are: Cl.[CH3:2][NH:3][O:4][CH3:5].[CH3:6][O:7][C:8]1[CH:16]=[CH:15][C:11]([C:12]([OH:14])=O)=[C:10]([O:17][CH2:18][O:19][CH3:20])[CH:9]=1.Cl.C(N=C=NCCCN(C)C)C.ON1C2C=CC=CC=2N=N1. (6) Given the product [O:19]1[CH2:20][CH2:21][O:22][CH:18]1[C:5]1[C:4]([NH2:23])=[CH:3][C:2]([F:1])=[C:7]([C:8]2[CH:9]=[C:10]([O:16][CH3:17])[CH:11]=[C:12]([O:14][CH3:15])[CH:13]=2)[CH:6]=1, predict the reactants needed to synthesize it. The reactants are: [F:1][C:2]1[C:7]([C:8]2[CH:13]=[C:12]([O:14][CH3:15])[CH:11]=[C:10]([O:16][CH3:17])[CH:9]=2)=[CH:6][C:5]([CH:18]2[O:22][CH2:21][CH2:20][O:19]2)=[C:4]([N+:23]([O-])=O)[CH:3]=1.[BH4-].[Na+]. (7) Given the product [CH2:3]([C:5]1[C:10]([F:11])=[CH:9][C:8]([O:12][C:23]2[CH:22]=[CH:21][C:18]([C:19]#[N:20])=[CH:17][C:16]=2[F:15])=[C:7]([O:13][CH3:14])[CH:6]=1)[CH3:4], predict the reactants needed to synthesize it. The reactants are: [OH-].[K+].[CH2:3]([C:5]1[C:10]([F:11])=[CH:9][C:8]([OH:12])=[C:7]([O:13][CH3:14])[CH:6]=1)[CH3:4].[F:15][C:16]1[CH:17]=[C:18]([CH:21]=[CH:22][C:23]=1F)[C:19]#[N:20]. (8) Given the product [CH3:27][O:28][C:29]1[CH:30]=[C:31]([C:32]([C:34]2[CH:39]=[CH:38][C:37]([O:40][CH3:41])=[C:36]([O:42][CH2:43][CH3:44])[CH:35]=2)=[CH:8][CH2:3][CH3:4])[CH:45]=[CH:46][C:47]=1[O:48][CH3:49], predict the reactants needed to synthesize it. The reactants are: CO[C:3]1[CH:4]=C(C(C2C=CC(OC)=C(OC)C=2)=CC(OC)=O)C=C[C:8]=1OC.[CH3:27][O:28][C:29]1[CH:30]=[C:31]([CH:45]=[CH:46][C:47]=1[O:48][CH3:49])[C:32]([C:34]1[CH:39]=[CH:38][C:37]([O:40][CH3:41])=[C:36]([O:42][CH2:43][CH3:44])[CH:35]=1)=O.[Br-].C([P+](C1C=CC=CC=1)(C1C=CC=CC=1)C1C=CC=CC=1)CC.C[Si](C)(C)[N-][Si](C)(C)C.[Li+]. (9) Given the product [NH2:18][C:11]1[C:12]([F:17])=[CH:13][C:14]([F:16])=[CH:15][C:10]=1[C:9]([NH:8][C:4]1[CH:5]=[CH:6][CH:7]=[C:2]([Br:1])[C:3]=1[CH3:22])=[O:21], predict the reactants needed to synthesize it. The reactants are: [Br:1][C:2]1[C:3]([CH3:22])=[C:4]([NH:8][C:9](=[O:21])[C:10]2[CH:15]=[C:14]([F:16])[CH:13]=[C:12]([F:17])[C:11]=2[N+:18]([O-])=O)[CH:5]=[CH:6][CH:7]=1.[NH4+].[Cl-].